This data is from Reaction yield outcomes from USPTO patents with 853,638 reactions. The task is: Predict the reaction yield, written as a fraction of the theoretical maximum amount of product (1.0 means a 100% yield; for example, 0.34 means a 34% yield). The product is [F:19][C:7]1[CH:8]=[C:9]2[C:14]3=[C:5]([N:4]=[C:3]([CH2:2][N:30]4[CH2:31][CH2:32][CH:27]([C:24]5[CH:23]=[CH:22][C:21]([F:20])=[CH:26][CH:25]=5)[CH2:28][CH2:29]4)[N:13]3[CH2:12][CH2:11][C:10]2([O:17][CH3:18])[O:15][CH3:16])[CH:6]=1. The yield is 0.830. The catalyst is C(#N)C.C(OCC)(=O)C. The reactants are Cl[CH2:2][C:3]1[N:13]2[C:14]3[C:9]([C:10]([O:17][CH3:18])([O:15][CH3:16])[CH2:11][CH2:12]2)=[CH:8][C:7]([F:19])=[CH:6][C:5]=3[N:4]=1.[F:20][C:21]1[CH:26]=[CH:25][C:24]([CH:27]2[CH2:32][CH2:31][NH:30][CH2:29][CH2:28]2)=[CH:23][CH:22]=1.C(=O)([O-])[O-].[K+].[K+].